Dataset: Catalyst prediction with 721,799 reactions and 888 catalyst types from USPTO. Task: Predict which catalyst facilitates the given reaction. (1) Reactant: [Cl:1][C:2]1[CH:3]=[C:4]([N+:9]([O-:11])=[O:10])[CH:5]=[CH:6][C:7]=1F.C(N(CC)CC)C.[NH2:19][CH2:20][CH2:21][C:22]1[CH:27]=[CH:26][CH:25]=[CH:24][N:23]=1.O. Product: [Cl:1][C:2]1[CH:3]=[C:4]([N+:9]([O-:11])=[O:10])[CH:5]=[CH:6][C:7]=1[NH:19][CH2:20][CH2:21][C:22]1[CH:27]=[CH:26][CH:25]=[CH:24][N:23]=1. The catalyst class is: 9. (2) Reactant: [Cl:1][C:2]1[CH:3]=[C:4]([CH2:9][C:10]([N:12]2[CH:21]3[CH:16]([CH2:17][CH2:18][CH2:19][CH:20]3[N:22]3[CH2:26][CH2:25][CH2:24][CH2:23]3)[NH:15][CH2:14][CH2:13]2)=[O:11])[CH:5]=[CH:6][C:7]=1[Cl:8].[CH:27](=O)[C:28]1[CH:33]=[CH:32][CH:31]=[N:30][CH:29]=1.[BH-](OC(C)=O)(OC(C)=O)OC(C)=O.[Na+].C(O)(=O)C. Product: [Cl:1][C:2]1[CH:3]=[C:4]([CH2:9][C:10]([N:12]2[CH:21]3[CH:16]([CH2:17][CH2:18][CH2:19][CH:20]3[N:22]3[CH2:26][CH2:25][CH2:24][CH2:23]3)[N:15]([CH2:27][C:28]3[CH:29]=[N:30][CH:31]=[CH:32][CH:33]=3)[CH2:14][CH2:13]2)=[O:11])[CH:5]=[CH:6][C:7]=1[Cl:8]. The catalyst class is: 2. (3) Reactant: C(NC(=O)O)(C)(C)C.[CH3:9][O:10][CH2:11][C:12]1([S:15]([NH2:18])(=[O:17])=[O:16])[CH2:14][CH2:13]1. Product: [CH3:9][O:10][CH2:11][C:12]1([S:15]([NH2:18])(=[O:17])=[O:16])[CH2:14][CH2:13]1. The catalyst class is: 631.